This data is from Reaction yield outcomes from USPTO patents with 853,638 reactions. The task is: Predict the reaction yield, written as a fraction of the theoretical maximum amount of product (1.0 means a 100% yield; for example, 0.34 means a 34% yield). The reactants are Cl[C:2]1[N:3]=[C:4]([N:18]2[CH2:23][CH2:22][C:21]([CH3:25])([OH:24])[CH2:20][CH2:19]2)[C:5]2[CH2:10][CH2:9][CH:8]([C:11]3[CH:16]=[CH:15][C:14]([F:17])=[CH:13][CH:12]=3)[C:6]=2[N:7]=1.[Cl:26][C:27]1[N:28]=[CH:29][N:30]([C:32]2[CH:38]=[CH:37][C:35]([NH2:36])=[CH:34][C:33]=2[O:39][CH3:40])[CH:31]=1. No catalyst specified. The product is [Cl:26][C:27]1[N:28]=[CH:29][N:30]([C:32]2[CH:38]=[CH:37][C:35]([NH:36][C:2]3[N:3]=[C:4]([N:18]4[CH2:23][CH2:22][C:21]([CH3:25])([OH:24])[CH2:20][CH2:19]4)[C:5]4[CH2:10][CH2:9][CH:8]([C:11]5[CH:16]=[CH:15][C:14]([F:17])=[CH:13][CH:12]=5)[C:6]=4[N:7]=3)=[CH:34][C:33]=2[O:39][CH3:40])[CH:31]=1. The yield is 0.157.